This data is from Forward reaction prediction with 1.9M reactions from USPTO patents (1976-2016). The task is: Predict the product of the given reaction. (1) Given the reactants [CH3:1][O:2][C:3]1[CH:4]=[C:5]([C:16]2[N:17]=[C:18]3[C:24]([C:25]([C:27]4([CH3:33])[CH2:32][CH2:31][CH2:30][CH2:29][CH2:28]4)=[O:26])=[CH:23][NH:22][C:19]3=[N:20][CH:21]=2)[CH:6]=[C:7]([N:9]2[CH2:14][CH2:13][S:12](=O)[CH2:11][CH2:10]2)[CH:8]=1.O=S1(=O)CCN(C2C=C(C3N=C4C(C(C5(C)CCCCC5)=O)=CNC4=NC=3)C=C(OC)C=2)CC1, predict the reaction product. The product is: [CH3:1][O:2][C:3]1[CH:4]=[C:5]([C:16]2[N:17]=[C:18]3[C:24]([C:25]([C:27]4([CH3:33])[CH2:32][CH2:31][CH2:30][CH2:29][CH2:28]4)=[O:26])=[CH:23][NH:22][C:19]3=[N:20][CH:21]=2)[CH:6]=[C:7]([N:9]2[CH2:10][CH2:11][S:12][CH2:13][CH2:14]2)[CH:8]=1. (2) Given the reactants [C:1](Cl)([O:3][CH2:4][C:5]1[CH:10]=[CH:9][CH:8]=[CH:7][CH:6]=1)=[O:2].[CH2:12]([N:19]1[C:23](=[O:24])[CH:22]=[CH:21][C:20]1=[O:25])[C:13]1[CH:18]=[CH:17][CH:16]=[CH:15][CH:14]=1.[F:26][C:27]1[CH:39]=[CH:38][C:30]([CH:31]=[N:32][CH2:33][Si](C)(C)C)=[C:29]([CH3:40])[CH:28]=1, predict the reaction product. The product is: [CH2:4]([O:3][C:1]([N:32]1[CH2:33][CH:22]2[CH:21]([C:20](=[O:25])[N:19]([CH2:12][C:13]3[CH:14]=[CH:15][CH:16]=[CH:17][CH:18]=3)[C:23]2=[O:24])[CH:31]1[C:30]1[CH:38]=[CH:39][C:27]([F:26])=[CH:28][C:29]=1[CH3:40])=[O:2])[C:5]1[CH:10]=[CH:9][CH:8]=[CH:7][CH:6]=1. (3) Given the reactants CO[C:3]([C:5]1[CH:10]=[N:9][C:8]([NH:11][CH2:12][C:13]2[C:14]([C:19]3[CH:24]=[CH:23][CH:22]=[CH:21][CH:20]=3)=[N:15][O:16][C:17]=2[CH3:18])=[CH:7][N:6]=1)=[O:4].[CH:25]1([NH2:28])[CH2:27][CH2:26]1, predict the reaction product. The product is: [CH:25]1([NH:28][C:3]([C:5]2[CH:10]=[N:9][C:8]([NH:11][CH2:12][C:13]3[C:14]([C:19]4[CH:20]=[CH:21][CH:22]=[CH:23][CH:24]=4)=[N:15][O:16][C:17]=3[CH3:18])=[CH:7][N:6]=2)=[O:4])[CH2:27][CH2:26]1. (4) Given the reactants C(OC([NH:8][CH2:9][CH2:10][CH2:11][N:12]1[C:16]2[CH:17]=[CH:18][C:19]([C:21]([OH:23])=O)=[CH:20][C:15]=2[N:14]=[CH:13]1)=O)(C)(C)C.[NH2:24][C:25]1[S:26][CH:27]=[C:28]([CH3:30])[N:29]=1, predict the reaction product. The product is: [CH3:30][C:28]1[N:29]=[C:25]([NH:24][C:21]([C:19]2[CH:18]=[CH:17][C:16]3[N:12]([CH2:11][CH2:10][CH2:9][NH2:8])[CH:13]=[N:14][C:15]=3[CH:20]=2)=[O:23])[S:26][CH:27]=1. (5) Given the reactants [CH3:1][O:2][C:3]1[CH:28]=[CH:27][C:26]([C:29]([F:32])([F:31])[F:30])=[CH:25][C:4]=1[C:5]([N:7]1[CH2:11][CH2:10][C:9]([C:19]2[CH:24]=[CH:23][CH:22]=[CH:21][CH:20]=2)([CH2:12][CH2:13]OS(C)(=O)=O)[CH2:8]1)=[O:6].[CH2:33]([O:35][CH2:36][CH2:37][N:38]1[C:42]2[CH:43]=[CH:44][CH:45]=[CH:46][C:41]=2[N:40]=[C:39]1[N:47]1[CH2:53][CH2:52][CH2:51][NH:50][CH2:49][CH2:48]1)[CH3:34], predict the reaction product. The product is: [CH3:1][O:2][C:3]1[CH:28]=[CH:27][C:26]([C:29]([F:32])([F:31])[F:30])=[CH:25][C:4]=1[C:5]([N:7]1[CH2:11][CH2:10][C:9]([CH2:12][CH2:13][N:50]2[CH2:51][CH2:52][CH2:53][N:47]([C:39]3[N:38]([CH2:37][CH2:36][O:35][CH2:33][CH3:34])[C:42]4[CH:43]=[CH:44][CH:45]=[CH:46][C:41]=4[N:40]=3)[CH2:48][CH2:49]2)([C:19]2[CH:24]=[CH:23][CH:22]=[CH:21][CH:20]=2)[CH2:8]1)=[O:6]. (6) Given the reactants [Cl:1][C:2]1[CH:9]=[C:8]([N:10]([CH2:16][C:17]2[CH:22]=[C:21]([F:23])[CH:20]=[CH:19][C:18]=2[CH3:24])[C@H:11]2[CH2:15][CH2:14][NH:13][CH2:12]2)[CH:7]=[CH:6][C:3]=1[C:4]#[N:5].[C:25]1([CH2:31][S:32](Cl)(=[O:34])=[O:33])[CH:30]=[CH:29][CH:28]=[CH:27][CH:26]=1, predict the reaction product. The product is: [Cl:1][C:2]1[CH:9]=[C:8]([N:10]([CH2:16][C:17]2[CH:22]=[C:21]([F:23])[CH:20]=[CH:19][C:18]=2[CH3:24])[C@H:11]2[CH2:15][CH2:14][N:13]([S:32]([CH2:31][C:25]3[CH:30]=[CH:29][CH:28]=[CH:27][CH:26]=3)(=[O:34])=[O:33])[CH2:12]2)[CH:7]=[CH:6][C:3]=1[C:4]#[N:5]. (7) Given the reactants [F:1][C:2]([F:29])([F:28])[C:3]1[CH:4]=[C:5]([C:13]2[N:17]=[CH:16][N:15]([CH:18](Br)[CH:19]([Br:26])[C:20]([O:22][CH:23]([CH3:25])[CH3:24])=[O:21])[N:14]=2)[CH:6]=[C:7]([C:9]([F:12])([F:11])[F:10])[CH:8]=1.C(N(CC)CC)C, predict the reaction product. The product is: [F:28][C:2]([F:1])([F:29])[C:3]1[CH:4]=[C:5]([C:13]2[N:17]=[CH:16][N:15](/[CH:18]=[C:19](\[Br:26])/[C:20]([O:22][CH:23]([CH3:24])[CH3:25])=[O:21])[N:14]=2)[CH:6]=[C:7]([C:9]([F:10])([F:11])[F:12])[CH:8]=1.